This data is from Full USPTO retrosynthesis dataset with 1.9M reactions from patents (1976-2016). The task is: Predict the reactants needed to synthesize the given product. (1) Given the product [C:31]([C:35]1[O:39][N:38]=[C:37]([NH:40][C:16]([C:14]2[CH:13]=[CH:12][C:10]3[CH:11]=[C:3]4[C:2](=[O:1])[NH:8][CH2:7][CH2:6][CH2:5][N:4]4[C:9]=3[N:15]=2)=[O:18])[CH:36]=1)([CH3:34])([CH3:33])[CH3:32], predict the reactants needed to synthesize it. The reactants are: [O:1]=[C:2]1[NH:8][CH2:7][CH2:6][CH2:5][N:4]2[C:9]3[N:15]=[C:14]([C:16]([OH:18])=O)[CH:13]=[CH:12][C:10]=3[CH:11]=[C:3]12.C(N1C=CN=C1)(N1C=CN=C1)=O.[C:31]([C:35]1[O:39][N:38]=[C:37]([NH2:40])[CH:36]=1)([CH3:34])([CH3:33])[CH3:32].C1CCN2C(=NCCC2)CC1. (2) Given the product [CH3:35][O:36][C:37]1[CH:44]=[CH:43][CH:42]=[CH:41][C:38]=1[CH2:39][NH:40][C:11]([C:7]1[CH:8]=[C:9]2[C:4](=[CH:5][CH:6]=1)[NH:3][C:2](=[O:1])[CH2:10]2)=[O:13], predict the reactants needed to synthesize it. The reactants are: [O:1]=[C:2]1[CH2:10][C:9]2[C:4](=[CH:5][CH:6]=[C:7]([C:11]([OH:13])=O)[CH:8]=2)[NH:3]1.Cl.CN(C)CCCN=C=NCC.C(N(C(C)C)CC)(C)C.[CH3:35][O:36][C:37]1[CH:44]=[CH:43][CH:42]=[CH:41][C:38]=1[CH2:39][NH2:40]. (3) Given the product [NH2:4][C:5]1[N:9]([CH:10]2[CH2:15][CH2:14][CH2:13][NH:12][CH2:11]2)[N:8]=[C:7]([C:26]2[CH:27]=[CH:28][C:29]([S:32][C:33]3[CH:38]=[CH:37][C:36]([Cl:39])=[CH:35][CH:34]=3)=[CH:30][CH:31]=2)[C:6]=1[C:40]#[N:41], predict the reactants needed to synthesize it. The reactants are: C([NH:4][C:5]1[N:9]([CH:10]2[CH2:15][CH2:14][CH2:13][N:12](C(OCC3C=CC=CC=3)=O)[CH2:11]2)[N:8]=[C:7]([C:26]2[CH:31]=[CH:30][C:29]([S:32][C:33]3[CH:38]=[CH:37][C:36]([Cl:39])=[CH:35][CH:34]=3)=[CH:28][CH:27]=2)[C:6]=1[C:40]#[N:41])(=O)C.S(=O)(=O)(O)O.[OH-].[NH4+]. (4) The reactants are: [B:10]1([B:10]2[O:14][C:13]([CH3:16])([CH3:15])[C:12]([CH3:18])([CH3:17])[O:11]2)[O:14][C:13]([CH3:16])([CH3:15])[C:12]([CH3:18])([CH3:17])[O:11]1.Br[C:20]1[C:29]([CH3:30])=[CH:28][CH:27]=[CH:26][C:21]=1[C:22]([O:24][CH3:25])=[O:23].C([O-])(=O)C.[K+]. Given the product [CH3:30][C:29]1[C:20]([B:10]2[O:11][C:12]([CH3:17])([CH3:18])[C:13]([CH3:15])([CH3:16])[O:14]2)=[C:21]([CH:26]=[CH:27][CH:28]=1)[C:22]([O:24][CH3:25])=[O:23], predict the reactants needed to synthesize it. (5) Given the product [CH:22]([Si:13]([CH:10]([CH3:12])[CH3:11])([CH:19]([CH3:21])[CH3:20])[N:14]1[CH:18]=[CH:17][C:16](/[CH:3]=[CH:2]/[C:1]([O:5][CH2:6][CH2:7][CH2:8][CH3:9])=[O:4])=[CH:15]1)([CH3:24])[CH3:23], predict the reactants needed to synthesize it. The reactants are: [C:1]([O:5][CH2:6][CH2:7][CH2:8][CH3:9])(=[O:4])[CH:2]=[CH2:3].[CH:10]([Si:13]([CH:22]([CH3:24])[CH3:23])([CH:19]([CH3:21])[CH3:20])[N:14]1[CH:18]=[CH:17][CH:16]=[CH:15]1)([CH3:12])[CH3:11].C(OOC(C)(C)C)(=O)C1C=CC=CC=1. (6) Given the product [CH:11]1[C:12]2[C:7](=[CH:6][CH:5]=[C:4]([O:3][C@@H:15]([CH2:19][CH:20]([CH3:22])[CH3:21])[C:16]([O-:18])=[O:17])[CH:13]=2)[CH:8]=[CH:9][N:10]=1.[Na+:2].[Br-:14].[Na+:2], predict the reactants needed to synthesize it. The reactants are: [H-].[Na+:2].[OH:3][C:4]1[CH:13]=[C:12]2[C:7]([CH:8]=[CH:9][N:10]=[CH:11]2)=[CH:6][CH:5]=1.[Br:14][C@H:15]([CH2:19][CH:20]([CH3:22])[CH3:21])[C:16]([OH:18])=[O:17].